Dataset: Forward reaction prediction with 1.9M reactions from USPTO patents (1976-2016). Task: Predict the product of the given reaction. (1) Given the reactants C1(C2N=C(N3CC[N:17]([C:20]4[CH:25]=[CH:24][CH:23]=[CH:22][C:21]=4OC)CC3)C3C(=CC(OC)=C(OC)C=3)N=2)CC1.[CH3:32][O:33][C:34]1[CH:39]=[C:38]([C:40]([O:42]C)=O)[C:37]([NH2:44])=[CH:36][C:35]=1[O:45][CH3:46].C1(C#N)CCCC1, predict the reaction product. The product is: [CH:25]1([C:20]2[N:17]=[C:40]([OH:42])[C:38]3[C:37](=[CH:36][C:35]([O:45][CH3:46])=[C:34]([O:33][CH3:32])[CH:39]=3)[N:44]=2)[CH2:24][CH2:23][CH2:22][CH2:21]1. (2) The product is: [CH3:1][O:2][C:3]([C:5]1[NH:6][C:7]2[C:12]([CH:13]=1)=[CH:11][CH:10]=[C:9]([O:14][C:22]1[S:23][C:24]3[CH:30]=[CH:29][CH:28]=[CH:27][C:25]=3[N:26]=1)[CH:8]=2)=[O:4]. Given the reactants [CH3:1][O:2][C:3]([C:5]1[NH:6][C:7]2[C:12]([CH:13]=1)=[CH:11][CH:10]=[C:9]([OH:14])[CH:8]=2)=[O:4].C([O-])([O-])=O.[Cs+].[Cs+].Cl[C:22]1[S:23][C:24]2[CH:30]=[CH:29][CH:28]=[CH:27][C:25]=2[N:26]=1, predict the reaction product. (3) Given the reactants [CH:1]([S:4][C:5]1[C:10](C2C=CC(OC)=CC=2)=[CH:9][CH:8]=[CH:7][N:6]=1)([CH3:3])[CH3:2].[F:19][C:20]1[CH:33]=[C:32](B2OC(C)(C)C(C)(C)O2)[CH:31]=[C:30]([F:43])[C:21]=1[O:22][CH2:23][C:24]1([CH2:27][C:28]#[N:29])[CH2:26][CH2:25]1.[C:44]([O-])([O-])=O.[Na+].[Na+].N#N, predict the reaction product. The product is: [CH:1]1([S:4][C:5]2[C:10]([C:32]3[CH:31]=[C:30]([F:43])[C:21]([O:22][CH2:23][C:24]4([CH2:27][C:28]#[N:29])[CH2:25][CH2:26]4)=[C:20]([F:19])[CH:33]=3)=[CH:9][CH:8]=[CH:7][N:6]=2)[CH2:2][CH2:44][CH2:3]1.